From a dataset of Catalyst prediction with 721,799 reactions and 888 catalyst types from USPTO. Predict which catalyst facilitates the given reaction. (1) Reactant: S(Cl)([Cl:3])=O.[C:5]1([NH:15][CH2:16][C:17]([OH:19])=[O:18])[C:14]2[C:9](=[CH:10][CH:11]=[CH:12][CH:13]=2)[CH:8]=[CH:7][CH:6]=1.[CH3:20]O. Product: [ClH:3].[CH3:20][O:18][C:17](=[O:19])[CH2:16][NH:15][C:5]1[C:14]2[C:9](=[CH:10][CH:11]=[CH:12][CH:13]=2)[CH:8]=[CH:7][CH:6]=1. The catalyst class is: 27. (2) Reactant: [CH:1]1([CH2:4][O:5][NH:6][C:7]([C:9]2[C:22]([NH:23][C:24]3[CH:29]=[CH:28][C:27]([Br:30])=[CH:26][C:25]=3[CH3:31])=[C:21]([F:32])[C:12]3[N:13]=[CH:14][N:15]([CH2:16][CH2:17]CC=C)[C:11]=3[CH:10]=2)=[O:8])[CH2:3][CH2:2]1.C[N+]1([O-])CC[O:37]CC1.[CH3:41][C:42]([OH:45])(C)[CH3:43]. Product: [CH:1]1([CH2:4][O:5][NH:6][C:7]([C:9]2[C:22]([NH:23][C:24]3[CH:29]=[CH:28][C:27]([Br:30])=[CH:26][C:25]=3[CH3:31])=[C:21]([F:32])[C:12]3[N:13]=[CH:14][N:15]([CH2:16][CH2:17][CH2:41][CH:42]([OH:45])[CH2:43][OH:37])[C:11]=3[CH:10]=2)=[O:8])[CH2:3][CH2:2]1. The catalyst class is: 20.